From a dataset of Full USPTO retrosynthesis dataset with 1.9M reactions from patents (1976-2016). Predict the reactants needed to synthesize the given product. (1) Given the product [C:20]1(=[O:21])[N:26]([C:27]2[CH:28]=[C:29]3[C:34](=[CH:35][CH:36]=2)[O:33][C:32](=[O:37])[C:31]([C:38]2[CH:43]=[CH:42][C:41]([N:44]4[C:48](=[O:49])[CH:47]=[CH:46][C:45]4=[O:50])=[CH:40][CH:39]=2)=[CH:30]3)[C:17](=[O:22])[CH:18]=[CH:19]1, predict the reactants needed to synthesize it. The reactants are: [C:17]1(=[O:22])N(C2C(=O)OC3C(C=2)=CC(N2[C:20](=[O:21])[CH:19]=[CH:18][C:17]2=[O:22])=CC=3)[C:20](=[O:21])[CH:19]=[CH:18]1.[NH2:26][C:27]1[CH:28]=[C:29]2[C:34](=[CH:35][CH:36]=1)[O:33][C:32](=[O:37])[C:31]([C:38]1[CH:43]=[CH:42][C:41]([NH2:44])=[CH:40][CH:39]=1)=[CH:30]2.[C:45]1(=O)[O:50][C:48](=[O:49])[CH:47]=[CH:46]1.C(OC(=O)C)(=O)C.C([O-])(=O)C.[Na+]. (2) The reactants are: [C:1]([O:5][C:6]([N:8]1[CH2:13][CH2:12][N:11]([C:14]([C:16]2[N:20]3[N:21]=[CH:22][C:23]([C:25]([OH:27])=O)=[CH:24][C:19]3=[C:18]([C:28]3[CH:33]=[CH:32][CH:31]=[CH:30][CH:29]=3)[C:17]=2[CH2:34][C:35]2[CH:40]=[CH:39][CH:38]=[C:37]([F:41])[C:36]=2[CH3:42])=[O:15])[CH2:10][CH2:9]1)=[O:7])([CH3:4])([CH3:3])[CH3:2].Cl.[CH3:44][NH:45][O:46][CH3:47].CN(C(ON1N=NC2C=CC=CC1=2)=[N+](C)C)C.[B-](F)(F)(F)F. Given the product [C:1]([O:5][C:6]([N:8]1[CH2:13][CH2:12][N:11]([C:14]([C:16]2[N:20]3[N:21]=[CH:22][C:23]([C:25](=[O:27])[N:45]([O:46][CH3:47])[CH3:44])=[CH:24][C:19]3=[C:18]([C:28]3[CH:33]=[CH:32][CH:31]=[CH:30][CH:29]=3)[C:17]=2[CH2:34][C:35]2[CH:40]=[CH:39][CH:38]=[C:37]([F:41])[C:36]=2[CH3:42])=[O:15])[CH2:10][CH2:9]1)=[O:7])([CH3:2])([CH3:3])[CH3:4], predict the reactants needed to synthesize it. (3) Given the product [OH:50][CH:46]1[C:16]2[C:9](=[CH:10][CH:11]=[C:12]([C:13]#[N:14])[CH:15]=2)[NH:8][CH:7]([C:6]2[CH:17]=[CH:18][CH:19]=[C:4]([N+:1]([O-:3])=[O:2])[CH:5]=2)[C:47]1([CH3:49])[CH3:48], predict the reactants needed to synthesize it. The reactants are: [N+:1]([C:4]1[CH:5]=[C:6]([CH:17]=[CH:18][CH:19]=1)[CH:7]=[N:8][C:9]1[CH:16]=[CH:15][C:12]([C:13]#[N:14])=[CH:11][CH:10]=1)([O-:3])=[O:2].O.[O-]S(C(F)(F)F)(=O)=O.[Yb+3].[O-]S(C(F)(F)F)(=O)=O.[O-]S(C(F)(F)F)(=O)=O.[CH:46](=[O:50])[CH:47]([CH3:49])[CH3:48].O. (4) Given the product [C:62]([C:61]1[CH:64]=[CH:65][C:58]([CH3:57])=[C:59]([CH:60]=1)[O:66][CH:67]1[CH2:68][CH2:69][N:70]([C:25](=[O:27])[CH2:24][NH:23][C:21]([C:19]2[N:18]=[N:17][N:16]([C:12]3[CH:11]=[N:10][CH:15]=[CH:14][CH:13]=3)[CH:20]=2)=[O:22])[CH2:71][CH2:72]1)#[N:63], predict the reactants needed to synthesize it. The reactants are: CCN(C(C)C)C(C)C.[N:10]1[CH:15]=[CH:14][CH:13]=[C:12]([N:16]2[CH:20]=[C:19]([C:21]([NH:23][CH2:24][C:25]([OH:27])=O)=[O:22])[N:18]=[N:17]2)[CH:11]=1.NC1C=NC=CC=1.C1C=CC2N(O)N=NC=2C=1.CCN=C=NCCCN(C)C.Cl.[CH3:57][C:58]1[CH:65]=[CH:64][C:61]([C:62]#[N:63])=[CH:60][C:59]=1[O:66][CH:67]1[CH2:72][CH2:71][NH:70][CH2:69][CH2:68]1.Cl.ClC1C=CC=CC=1OC1CCNCC1. (5) Given the product [C:1]([O:5][C:6](=[O:14])[NH:7][C@H:8]1[CH2:12][CH2:11][N:10]([CH2:34][C:25]2[N:24]([S:21]([C:15]3[CH:20]=[CH:19][CH:18]=[CH:17][CH:16]=3)(=[O:23])=[O:22])[C:32]3[C:27](=[N:28][C:29]([Cl:33])=[CH:30][CH:31]=3)[CH:26]=2)[C:9]1=[O:13])([CH3:4])([CH3:2])[CH3:3], predict the reactants needed to synthesize it. The reactants are: [C:1]([O:5][C:6](=[O:14])[NH:7][C@H:8]1[CH2:12][CH2:11][NH:10][C:9]1=[O:13])([CH3:4])([CH3:3])[CH3:2].[C:15]1([S:21]([N:24]2[C:32]3[C:27](=[N:28][C:29]([Cl:33])=[CH:30][CH:31]=3)[CH:26]=[C:25]2[CH2:34]Br)(=[O:23])=[O:22])[CH:20]=[CH:19][CH:18]=[CH:17][CH:16]=1. (6) The reactants are: C(OC([N:8]1[C:12]2[CH:13]=[CH:14][C:15]([Cl:17])=[CH:16][C:11]=2[N:10]=[C:9]1[C@@H:18]([NH:24][C:25](=[O:40])[C:26]1[CH:31]=[CH:30][C:29]([C:32]([N:34]2[CH2:38][CH2:37][CH2:36][CH2:35]2)=[O:33])=[C:28]([CH3:39])[CH:27]=1)[CH2:19][CH2:20][C:21]([OH:23])=O)=O)(C)(C)C.CN(C(O[N:49]1N=NC2C=[CH:53][CH:54]=[CH:55][C:50]1=2)=[N+](C)C)C.[B-](F)(F)(F)F.C(N(C(C)C)CC)(C)C.N1CCCC1.FC(F)(F)C(O)=O.ClCl. Given the product [Cl:17][C:15]1[CH:14]=[CH:13][C:12]2[NH:8][C:9]([C@@H:18]([NH:24][C:25](=[O:40])[C:26]3[CH:31]=[CH:30][C:29]([C:32]([N:34]4[CH2:38][CH2:37][CH2:36][CH2:35]4)=[O:33])=[C:28]([CH3:39])[CH:27]=3)[CH2:19][CH2:20][C:21]([N:49]3[CH2:50][CH2:55][CH2:54][CH2:53]3)=[O:23])=[N:10][C:11]=2[CH:16]=1, predict the reactants needed to synthesize it. (7) The reactants are: [CH2:1]([C:3]1[CH:4]=[CH:5][C:6]([CH3:9])=[N:7][CH:8]=1)[CH3:2].ClC1C=CC=C(C(OO)=[O:18])C=1.[OH-].[Na+]. Given the product [CH2:1]([C:3]1[CH:4]=[CH:5][C:6]([CH:9]=[O:18])=[N:7][CH:8]=1)[CH3:2], predict the reactants needed to synthesize it. (8) Given the product [Cl:1][C:2]1[CH:3]=[CH:4][C:5]([F:28])=[C:6]([C:8]2[N:13]=[C:12]([NH:14][C:15]3[C:20]([C:21]([NH:31][CH3:29])=[O:22])=[CH:19][N:18]=[CH:17][CH:16]=3)[C:11]3[CH:24]([CH3:27])[CH2:25][CH2:26][C:10]=3[N:9]=2)[CH:7]=1, predict the reactants needed to synthesize it. The reactants are: [Cl:1][C:2]1[CH:3]=[CH:4][C:5]([F:28])=[C:6]([C:8]2[N:13]=[C:12]([NH:14][C:15]3[C:20]([C:21](O)=[O:22])=[CH:19][N:18]=[CH:17][CH:16]=3)[C:11]3[CH:24]([CH3:27])[CH2:25][CH2:26][C:10]=3[N:9]=2)[CH:7]=1.[CH2:29]([N:31](CC)CC)C.CN.C1CN([P+](ON2N=NC3C=CC=CC2=3)(N2CCCC2)N2CCCC2)CC1.F[P-](F)(F)(F)(F)F. (9) Given the product [F:16][C:13]1[CH:14]=[CH:15][C:10]([C:8]([C:6]2[N:7]=[C:2]([NH:26][C:23]3[CH:22]=[C:21]([CH3:20])[NH:25][N:24]=3)[C:3]3[S:19][CH:18]=[CH:17][C:4]=3[N:5]=2)=[O:9])=[CH:11][CH:12]=1, predict the reactants needed to synthesize it. The reactants are: Cl[C:2]1[C:3]2[S:19][CH:18]=[CH:17][C:4]=2[N:5]=[C:6]([C:8]([C:10]2[CH:15]=[CH:14][C:13]([F:16])=[CH:12][CH:11]=2)=[O:9])[N:7]=1.[CH3:20][C:21]1[NH:25][N:24]=[C:23]([NH2:26])[CH:22]=1.CCN(C(C)C)C(C)C.